Dataset: Retrosynthesis with 50K atom-mapped reactions and 10 reaction types from USPTO. Task: Predict the reactants needed to synthesize the given product. (1) Given the product Cc1cc(N)ccc1NC(=O)c1ccccc1, predict the reactants needed to synthesize it. The reactants are: Cc1cc([N+](=O)[O-])ccc1NC(=O)c1ccccc1. (2) Given the product Cn1c(SCc2nnc(-c3ccc(OCCCN4CCCCC4)cc3)o2)nnc1-c1ccccn1, predict the reactants needed to synthesize it. The reactants are: ClCc1nnc(-c2ccc(OCCCN3CCCCC3)cc2)o1.Cn1c(S)nnc1-c1ccccn1. (3) Given the product C#CCOC(=O)C1CCCCC1, predict the reactants needed to synthesize it. The reactants are: C#CCO.O=C(O)C1CCCCC1. (4) The reactants are: CC(=O)Nc1cccc(C2CCN(CCCN)CC2)c1.Clc1nc(NCc2ccccn2)c2ccccc2n1. Given the product CC(=O)Nc1cccc(C2CCN(CCCNc3nc(NCc4ccccn4)c4ccccc4n3)CC2)c1, predict the reactants needed to synthesize it. (5) Given the product NC(=O)C1CC1OC1CCCCO1, predict the reactants needed to synthesize it. The reactants are: CCOC(=O)C1CC1OC1CCCCO1.[C-]#N. (6) Given the product COc1cc(OC)c2c(=O)[nH]c(-c3ccc4[nH]c(CO)cc4c3)nc2c1, predict the reactants needed to synthesize it. The reactants are: COc1cc(N)c(C(N)=O)c(OC)c1.O=Cc1ccc2[nH]c(CO)cc2c1. (7) The reactants are: NC(CCC(O)CNC(=O)OCc1ccccc1)C(=O)N1CCC[C@H]1C(=O)O.O=C(O)C(=O)CCc1ccccc1. Given the product O=C(NCC(O)CCC(NC(CCc1ccccc1)C(=O)O)C(=O)N1CCC[C@H]1C(=O)O)OCc1ccccc1, predict the reactants needed to synthesize it.